This data is from Catalyst prediction with 721,799 reactions and 888 catalyst types from USPTO. The task is: Predict which catalyst facilitates the given reaction. (1) Reactant: [C:1]([C:3]1[CH:4]=[CH:5][C:6]([C@@H:13]2[C:18]([C:19]#[N:20])=[C:17]([CH3:21])[N:16]([C:22]3[CH:27]=[CH:26][CH:25]=[C:24]([C:28]([F:31])([F:30])[F:29])[CH:23]=3)[C:15](=[O:32])[N:14]2[CH3:33])=[C:7]([S:9](Cl)(=[O:11])=[O:10])[CH:8]=1)#[N:2].[NH2:34][CH2:35][CH2:36][CH2:37][OH:38].C(N(CC)CC)C. Product: [C:1]([C:3]1[CH:4]=[CH:5][C:6]([C@@H:13]2[C:18]([C:19]#[N:20])=[C:17]([CH3:21])[N:16]([C:22]3[CH:27]=[CH:26][CH:25]=[C:24]([C:28]([F:31])([F:30])[F:29])[CH:23]=3)[C:15](=[O:32])[N:14]2[CH3:33])=[C:7]([S:9]([NH:34][CH2:35][CH2:36][CH2:37][OH:38])(=[O:11])=[O:10])[CH:8]=1)#[N:2]. The catalyst class is: 1. (2) The catalyst class is: 5. Reactant: C[O:2][C:3]([CH:5]1[CH2:9][S:8][CH:7]2[CH2:10][C:11]([NH:20][C:21]([O:23][C:24]([CH3:27])([CH3:26])[CH3:25])=[O:22])([C:14]3[CH:19]=[CH:18][CH:17]=[CH:16][CH:15]=3)[C:12](=[O:13])[N:6]12)=O.[NH3:28].CO. Product: [C:24]([O:23][C:21](=[O:22])[NH:20][C:11]1([C:14]2[CH:15]=[CH:16][CH:17]=[CH:18][CH:19]=2)[C:12](=[O:13])[N:6]2[CH:7]([S:8][CH2:9][CH:5]2[C:3](=[O:2])[NH2:28])[CH2:10]1)([CH3:25])([CH3:26])[CH3:27]. (3) Reactant: [Br:1][C:2]1[CH:3]=[CH:4][C:5]([N+:10]([O-:12])=[O:11])=[C:6]([CH:9]=1)[CH:7]=O.[F:13][C:14]1[CH:20]=[CH:19][C:17]([NH2:18])=[CH:16][CH:15]=1. Product: [Br:1][C:2]1[CH:3]=[CH:4][C:5]([N+:10]([O-:12])=[O:11])=[C:6]([CH:7]=[N:18][C:17]2[CH:19]=[CH:20][C:14]([F:13])=[CH:15][CH:16]=2)[CH:9]=1. The catalyst class is: 8. (4) Reactant: C(P(CCCC)CCCC)CCC.[CH3:14][N:15]1[C:19]([CH2:20][OH:21])=[CH:18][C:17]([C:22]([F:25])([F:24])[F:23])=[N:16]1.[CH3:26][O:27][C:28](=[O:41])[CH2:29][C:30]1[C:34]2[C:35]([F:40])=[CH:36][C:37](O)=[CH:38][C:33]=2[S:32][CH:31]=1.C1CCN(C(N=NC(N2CCCCC2)=O)=O)CC1. Product: [CH3:26][O:27][C:28](=[O:41])[CH2:29][C:30]1[C:34]2[C:35]([F:40])=[CH:36][C:37]([O:21][CH2:20][C:19]3[N:15]([CH3:14])[N:16]=[C:17]([C:22]([F:23])([F:24])[F:25])[CH:18]=3)=[CH:38][C:33]=2[S:32][CH:31]=1. The catalyst class is: 1. (5) Reactant: [CH:1]1([C:4]2(O)[C:12]3[C:7](=[CH:8][C:9]([F:13])=[CH:10][CH:11]=3)[CH2:6][CH2:5]2)[CH2:3][CH2:2]1.[F:15][C:16]1[CH:17]=[C:18]2[C:22](=[C:23]([CH2:25][S:26][CH3:27])[CH:24]=1)[NH:21][CH:20]=[CH:19]2.FC(F)(F)C(O)=O.[Cl-].[NH4+]. Product: [CH:1]1([C:4]2([C:19]3[C:18]4[C:22](=[C:23]([CH2:25][S:26][CH3:27])[CH:24]=[C:16]([F:15])[CH:17]=4)[NH:21][CH:20]=3)[C:12]3[C:7](=[CH:8][C:9]([F:13])=[CH:10][CH:11]=3)[CH2:6][CH2:5]2)[CH2:3][CH2:2]1. The catalyst class is: 4. (6) Reactant: [NH2:1][C:2]1[CH:7]=[C:6]([C:8]2[C:16]3[C:15]([NH:17][C@H:18]([C:20]4[N:25]([C:26]5[CH:31]=[CH:30][CH:29]=[CH:28][CH:27]=5)[C:24](=[O:32])[C:23]5=[C:33]([CH3:36])[CH:34]=[CH:35][N:22]5[N:21]=4)[CH3:19])=[N:14][CH:13]=[N:12][C:11]=3[N:10]([CH2:37][O:38][CH2:39][CH2:40][Si:41]([CH3:44])([CH3:43])[CH3:42])[CH:9]=2)[CH:5]=[CH:4][N:3]=1.[O:45]1[CH2:50][CH2:49][CH:48]([CH2:51][S:52](Cl)(=[O:54])=[O:53])[CH2:47][CH2:46]1.C(N(CC)CC)C. Product: [CH3:36][C:33]1[CH:34]=[CH:35][N:22]2[C:23]=1[C:24](=[O:32])[N:25]([C:26]1[CH:27]=[CH:28][CH:29]=[CH:30][CH:31]=1)[C:20]([C@@H:18]([NH:17][C:15]1[C:16]3[C:8]([C:6]4[CH:5]=[CH:4][N:3]=[C:2]([NH:1][S:52]([CH2:51][CH:48]5[CH2:49][CH2:50][O:45][CH2:46][CH2:47]5)(=[O:54])=[O:53])[CH:7]=4)=[CH:9][N:10]([CH2:37][O:38][CH2:39][CH2:40][Si:41]([CH3:42])([CH3:44])[CH3:43])[C:11]=3[N:12]=[CH:13][N:14]=1)[CH3:19])=[N:21]2. The catalyst class is: 17. (7) Reactant: [Br:1][C:2]1[CH:3]=[C:4]([CH:7]=[CH:8][C:9]=1[O:10][CH3:11])[CH:5]=O.[CH2:12]([SH:16])[CH2:13][CH2:14][SH:15].[O-]S([O-])(=O)=O.[Na+].[Na+].B(F)(F)F. Product: [Br:1][C:2]1[CH:3]=[C:4]([CH:5]2[S:16][CH2:12][CH2:13][CH2:14][S:15]2)[CH:7]=[CH:8][C:9]=1[O:10][CH3:11]. The catalyst class is: 366.